This data is from Forward reaction prediction with 1.9M reactions from USPTO patents (1976-2016). The task is: Predict the product of the given reaction. (1) Given the reactants [C:1]1([CH:7]([C:30]2[CH:35]=[CH:34][CH:33]=[CH:32][CH:31]=2)[CH2:8][NH:9][C:10]2[N:18]=[C:17]([C:19]([NH:21][CH2:22][CH2:23][N:24]3[CH2:29][CH2:28][CH2:27][CH2:26][CH2:25]3)=[O:20])[N:16]=[C:15]3[C:11]=2[N:12]=[CH:13][NH:14]3)[CH:6]=[CH:5][CH:4]=[CH:3][CH:2]=1.[C:36]([O:39][C@H:40]1[C@@H:44]([O:45][C:46](=[O:48])[CH3:47])[CH:43](OC(=O)C)[O:42][C@@H:41]1[C:53]1[N:54]=[N:55][N:56]([CH2:58][CH3:59])[N:57]=1)(=[O:38])[CH3:37].C[Si](OS(C(F)(F)F)(=O)=O)(C)C, predict the reaction product. The product is: [C:46]([O:45][C@@H:44]1[C@H:40]([O:39][C:36](=[O:38])[CH3:37])[C@@H:41]([C:53]2[N:54]=[N:55][N:56]([CH2:58][CH3:59])[N:57]=2)[O:42][C@H:43]1[N:14]1[CH:13]=[N:12][C:11]2[C:15]1=[N:16][C:17]([C:19]([NH:21][CH2:22][CH2:23][N:24]1[CH2:29][CH2:28][CH2:27][CH2:26][CH2:25]1)=[O:20])=[N:18][C:10]=2[NH:9][CH2:8][CH:7]([C:1]1[CH:2]=[CH:3][CH:4]=[CH:5][CH:6]=1)[C:30]1[CH:35]=[CH:34][CH:33]=[CH:32][CH:31]=1)(=[O:48])[CH3:47]. (2) Given the reactants [CH:1]1([C:7]2[CH:28]=[CH:27][C:10]([C:11]([N:13]3[C:19]4[CH:20]=[CH:21][CH:22]=[CH:23][C:18]=4[CH2:17][N:16]4[CH:24]=[CH:25][CH:26]=[C:15]4[CH2:14]3)=[O:12])=[CH:9][CH:8]=2)[CH2:6][CH2:5][CH2:4][CH2:3][CH2:2]1.[C:29](Cl)(=[O:33])[C:30](Cl)=[O:31].[CH2:35]1[CH2:40][CH2:39][N:38]([CH:41]2[CH2:46][CH2:45][NH:44][CH2:43][CH2:42]2)[CH2:37][CH2:36]1, predict the reaction product. The product is: [N:38]1([CH:41]2[CH2:46][CH2:45][N:44]([C:29](=[O:33])[C:30]([C:24]3[N:16]4[C:15]([CH2:14][N:13]([C:11](=[O:12])[C:10]5[CH:27]=[CH:28][C:7]([CH:1]6[CH2:2][CH2:3][CH2:4][CH2:5][CH2:6]6)=[CH:8][CH:9]=5)[C:19]5[CH:20]=[CH:21][CH:22]=[CH:23][C:18]=5[CH2:17]4)=[CH:26][CH:25]=3)=[O:31])[CH2:43][CH2:42]2)[CH2:39][CH2:40][CH2:35][CH2:36][CH2:37]1. (3) Given the reactants [CH2:1]([O:3][C:4]([C:6]1[S:10][C:9]([C:11]2[CH:16]=[CH:15][C:14]([C:17]([F:20])([F:19])[F:18])=[CH:13][CH:12]=2)=[N:8][C:7]=1[CH3:21])=[O:5])[CH3:2].C(OOC(=O)C1C=CC=CC=1)(=O)C1C=CC=CC=1.C1C(=O)N([Br:47])C(=O)C1.O, predict the reaction product. The product is: [CH2:1]([O:3][C:4]([C:6]1[S:10][C:9]([C:11]2[CH:16]=[CH:15][C:14]([C:17]([F:19])([F:20])[F:18])=[CH:13][CH:12]=2)=[N:8][C:7]=1[CH2:21][Br:47])=[O:5])[CH3:2]. (4) Given the reactants [N:1]1([C:6]2[C:10]3[CH2:11][NH:12][CH2:13][CH2:14][C:9]=3[NH:8][N:7]=2)[CH2:5][CH2:4][CH2:3][CH2:2]1.[Cl:15][C:16]1[CH:21]=[CH:20][CH:19]=[C:18]([N:22]=[C:23]=[O:24])[CH:17]=1.C1(C2C3CN(C(OC(C)(C)C)=O)CCC=3NN=2)CCCC=1, predict the reaction product. The product is: [Cl:15][C:16]1[CH:17]=[C:18]([NH:22][C:23]([N:12]2[CH2:13][CH2:14][C:9]3[NH:8][N:7]=[C:6]([N:1]4[CH2:2][CH2:3][CH2:4][CH2:5]4)[C:10]=3[CH2:11]2)=[O:24])[CH:19]=[CH:20][CH:21]=1. (5) Given the reactants [CH2:1]([NH:8][C:9]1[N:14]=[C:13]([C:15]2[CH:20]=[CH:19][CH:18]=[CH:17][N:16]=2)[CH:12]=[C:11]([C:21]2[CH:22]=[N:23][CH:24]=[C:25]([C:27]3[CH:32]=[CH:31][CH:30]=[C:29]([O:33]C)[CH:28]=3)[CH:26]=2)[CH:10]=1)[C:2]1[CH:7]=[CH:6][CH:5]=[CH:4][CH:3]=1.COC1C=C(B(O)O)C=CC=1.B(O)O, predict the reaction product. The product is: [CH2:1]([NH:8][C:9]1[N:14]=[C:13]([C:15]2[CH:20]=[CH:19][CH:18]=[CH:17][N:16]=2)[CH:12]=[C:11]([C:21]2[CH:22]=[N:23][CH:24]=[C:25]([C:27]3[CH:28]=[C:29]([OH:33])[CH:30]=[CH:31][CH:32]=3)[CH:26]=2)[CH:10]=1)[C:2]1[CH:7]=[CH:6][CH:5]=[CH:4][CH:3]=1. (6) Given the reactants N[C:2]1([NH2:16])[N:10]=[C:9]([O:11][CH2:12][CH2:13][O:14][CH3:15])[N:8]=[C:7]2[C:3]1=[N:4][CH:5]=[N:6]2.C([O-])([O-])=O.[K+].[K+].[O:23]1[CH:25]([CH2:26][O:27][C:28]2[CH:33]=[CH:32][CH:31]=[CH:30][CH:29]=2)[CH2:24]1, predict the reaction product. The product is: [NH2:16][C:2]1[N:10]=[C:9]([O:11][CH2:12][CH2:13][O:14][CH3:15])[N:8]=[C:7]2[C:3]=1[N:4]=[CH:5][N:6]2[CH2:24][CH:25]([OH:23])[CH2:26][O:27][C:28]1[CH:33]=[CH:32][CH:31]=[CH:30][CH:29]=1. (7) Given the reactants [CH2:1]([O:3][C:4](=[O:27])[C:5]([O:8][C:9]1[CH:14]=[CH:13][C:12]([O:15][CH2:16][CH2:17][NH:18]C(OC(C)(C)C)=O)=[CH:11][C:10]=1[CH3:26])([CH3:7])[CH3:6])[CH3:2].FC(F)(F)C(O)=O, predict the reaction product. The product is: [CH2:1]([O:3][C:4](=[O:27])[C:5]([O:8][C:9]1[CH:14]=[CH:13][C:12]([O:15][CH2:16][CH2:17][NH2:18])=[CH:11][C:10]=1[CH3:26])([CH3:6])[CH3:7])[CH3:2]. (8) Given the reactants C1(CCCN2CCN(C3C=C(F)C(OC)=CC=3F)CC2)CCCCC1.[C:26]([C:30]1[CH:35]=[CH:34][C:33]([C:36](=[O:56])[CH2:37][CH2:38][CH2:39][N:40]2[CH2:45][CH2:44][N:43]([C:46]3[CH:51]=[C:50]([F:52])[C:49]([O:53]C)=[CH:48][C:47]=3[F:55])[CH2:42][CH2:41]2)=[CH:32][CH:31]=1)([CH3:29])([CH3:28])[CH3:27], predict the reaction product. The product is: [C:26]([C:30]1[CH:35]=[CH:34][C:33]([C:36](=[O:56])[CH2:37][CH2:38][CH2:39][N:40]2[CH2:45][CH2:44][N:43]([C:46]3[CH:51]=[C:50]([F:52])[C:49]([OH:53])=[CH:48][C:47]=3[F:55])[CH2:42][CH2:41]2)=[CH:32][CH:31]=1)([CH3:29])([CH3:27])[CH3:28]. (9) The product is: [CH2:30]([C:22]1[N:21]([C:10]2[N:9]=[C:8]3[C:13]([N:14]=[C:6]([CH2:5][CH:3]4[CH2:2][N:1]([C:33](=[O:37])[C@H:34]([OH:35])[CH3:36])[CH2:4]4)[N:7]3[CH3:32])=[C:12]([N:15]3[CH2:20][CH2:19][O:18][CH2:17][CH2:16]3)[N:11]=2)[C:25]2[CH:26]=[CH:27][CH:28]=[CH:29][C:24]=2[N:23]=1)[CH3:31]. Given the reactants [NH:1]1[CH2:4][CH:3]([CH2:5][C:6]2[N:7]([CH3:32])[C:8]3[C:13]([N:14]=2)=[C:12]([N:15]2[CH2:20][CH2:19][O:18][CH2:17][CH2:16]2)[N:11]=[C:10]([N:21]2[C:25]4[CH:26]=[CH:27][CH:28]=[CH:29][C:24]=4[N:23]=[C:22]2[CH2:30][CH3:31])[N:9]=3)[CH2:2]1.[C:33](O)(=[O:37])[C@@H:34]([CH3:36])[OH:35].CCN(C(C)C)C(C)C.CN(C(ON1N=NC2C=CC=NC1=2)=[N+](C)C)C.F[P-](F)(F)(F)(F)F, predict the reaction product.